This data is from Catalyst prediction with 721,799 reactions and 888 catalyst types from USPTO. The task is: Predict which catalyst facilitates the given reaction. (1) Reactant: [BH4-].[Na+].[OH:3][CH:4]([CH:10]1[CH2:14][CH2:13][O:12][CH:11]1[O:15][CH:16]([CH3:18])[CH3:17])[C:5](OCC)=[O:6].Cl.N(CCO)CCO. Product: [CH:16]([O:15][CH:11]1[CH:10]([CH:4]([OH:3])[CH2:5][OH:6])[CH2:14][CH2:13][O:12]1)([CH3:18])[CH3:17]. The catalyst class is: 40. (2) Reactant: [CH3:1][C:2]1[N:10]([C:11]([C:13]2[CH:14]=[CH:15][C:16]([Cl:19])=[CH:17][CH:18]=2)=[O:12])[C:9]2[CH:8]=[CH:7][C:6]([O:20][CH3:21])=[CH:5][C:4]=2[C:3]=1[CH2:22][C:23]([OH:25])=[O:24].[CH3:26][CH2:27][C:28]1[CH:29]=[CH:30][C:31]([C:34]([CH:36]([CH2:38][N:39]2[CH2:44][CH2:43][CH2:42][CH2:41][CH2:40]2)[CH3:37])=[O:35])=[CH:32][CH:33]=1. Product: [CH3:1][C:2]1[N:10]([C:11]([C:13]2[CH:14]=[CH:15][C:16]([Cl:19])=[CH:17][CH:18]=2)=[O:12])[C:9]2[CH:8]=[CH:7][C:6]([O:20][CH3:21])=[CH:5][C:4]=2[C:3]=1[CH2:22][C:23]([OH:25])=[O:24].[CH3:26][CH2:27][C:28]1[CH:33]=[CH:32][C:31]([C:34]([CH:36]([CH2:38][N:39]2[CH2:44][CH2:43][CH2:42][CH2:41][CH2:40]2)[CH3:37])=[O:35])=[CH:30][CH:29]=1. The catalyst class is: 5. (3) Reactant: [CH3:1][O:2][C:3]1[CH:27]=[C:26]([O:28][CH3:29])[CH:25]=[CH:24][C:4]=1[CH2:5][NH:6][C:7]([C:9]1[S:13][C:12]([C:14]2[CH:19]=[CH:18][C:17]([Cl:20])=[CH:16][CH:15]=2)=[N:11][C:10]=1[CH2:21][CH2:22]O)=[O:8].CCOC(C)=O.OI1(=O)C2C=CC=CC=2C(=O)O1. Product: [Cl:20][C:17]1[CH:18]=[CH:19][C:14]([C:12]2[S:13][C:9]3[C:7](=[O:8])[N:6]([CH2:5][C:4]4[CH:24]=[CH:25][C:26]([O:28][CH3:29])=[CH:27][C:3]=4[O:2][CH3:1])[CH:22]=[CH:21][C:10]=3[N:11]=2)=[CH:15][CH:16]=1. The catalyst class is: 2. (4) Reactant: Br[C:2]1[N:7]=[C:6]2[N:8]([CH2:13][CH2:14][CH:15]3[CH2:20][CH2:19][O:18][CH2:17][CH2:16]3)[C:9](=[O:12])[CH2:10][NH:11][C:5]2=[N:4][CH:3]=1.Br[C:22]1[N:23]=[C:24]([NH:35][CH2:36][CH2:37][CH:38]2[CH2:43][CH2:42]OCC2)C(NCC(OCC)=O)=NC=1.Cl. Product: [NH:35]1[C:24]2=[N:23][CH:22]=[C:42]([C:2]3[N:7]=[C:6]4[N:8]([CH2:13][CH2:14][CH:15]5[CH2:20][CH2:19][O:18][CH2:17][CH2:16]5)[C:9](=[O:12])[CH2:10][NH:11][C:5]4=[N:4][CH:3]=3)[CH:43]=[C:38]2[CH:37]=[CH:36]1. The catalyst class is: 8.